This data is from Forward reaction prediction with 1.9M reactions from USPTO patents (1976-2016). The task is: Predict the product of the given reaction. (1) Given the reactants Cl.[NH2:2]O.[C:4](=[O:7])([O-])O.[Na+].[C:9]([CH2:11][CH2:12][N:13]1[C:17]2[CH:18]=[CH:19][CH:20]=[CH:21][C:16]=2[N:15]=[C:14]1[C:22]([N:24]([CH2:46][CH:47]([CH3:49])[CH3:48])[C@H:25]1[CH2:30][C@@H:29]([C:31]([N:33]2[CH2:38][CH2:37][O:36][CH2:35][CH2:34]2)=[O:32])[CH2:28][N:27]([C:39]([O:41][C:42]([CH3:45])([CH3:44])[CH3:43])=[O:40])[CH2:26]1)=[O:23])#[N:10], predict the reaction product. The product is: [CH3:48][CH:47]([CH3:49])[CH2:46][N:24]([C:22]([C:14]1[N:13]([CH2:12][CH2:11][C:9]2[N:2]=[CH:4][O:7][N:10]=2)[C:17]2[CH:18]=[CH:19][CH:20]=[CH:21][C:16]=2[N:15]=1)=[O:23])[C@H:25]1[CH2:30][C@@H:29]([C:31]([N:33]2[CH2:34][CH2:35][O:36][CH2:37][CH2:38]2)=[O:32])[CH2:28][N:27]([C:39]([O:41][C:42]([CH3:43])([CH3:44])[CH3:45])=[O:40])[CH2:26]1. (2) Given the reactants [CH3:1][O:2][C:3]1[CH:40]=[CH:39][C:6]([CH2:7][N:8]([CH2:30][C:31]2[CH:36]=[CH:35][C:34]([O:37][CH3:38])=[CH:33][CH:32]=2)[C:9]2[N:14]=[CH:13][C:12]([C:15]3[C:16]4[CH2:29][CH2:28][NH:27][C:17]=4[N:18]=[C:19]([N:21]4[CH2:26][CH2:25][O:24][CH2:23][CH2:22]4)[N:20]=3)=[CH:11][N:10]=2)=[CH:5][CH:4]=1.Br[C:42]1[CH:43]=[C:44]([C:49]([N:51]2[CH2:56][CH2:55][O:54][CH2:53][CH2:52]2)=[O:50])[CH:45]=[CH:46][C:47]=1[Cl:48], predict the reaction product. The product is: [CH3:38][O:37][C:34]1[CH:33]=[CH:32][C:31]([CH2:30][N:8]([CH2:7][C:6]2[CH:5]=[CH:4][C:3]([O:2][CH3:1])=[CH:40][CH:39]=2)[C:9]2[N:10]=[CH:11][C:12]([C:15]3[C:16]4[CH2:29][CH2:28][N:27]([C:46]5[CH:45]=[C:44]([C:49]([N:51]6[CH2:52][CH2:53][O:54][CH2:55][CH2:56]6)=[O:50])[CH:43]=[CH:42][C:47]=5[Cl:48])[C:17]=4[N:18]=[C:19]([N:21]4[CH2:26][CH2:25][O:24][CH2:23][CH2:22]4)[N:20]=3)=[CH:13][N:14]=2)=[CH:36][CH:35]=1. (3) Given the reactants [CH2:1]([N:8]1[CH2:13][CH2:12][CH2:11][C@H:10]([O:14][C:15]2[CH:16]=[C:17]3[C:22](=[CH:23][CH:24]=2)[C:21]([N:25]2C(=O)C4C(=CC=CC=4)C2=O)=[N:20][CH:19]=[CH:18]3)[CH2:9]1)[C:2]1[CH:7]=[CH:6][CH:5]=[CH:4][CH:3]=1.O.NN, predict the reaction product. The product is: [CH2:1]([N:8]1[CH2:13][CH2:12][CH2:11][C@H:10]([O:14][C:15]2[CH:16]=[C:17]3[C:22](=[CH:23][CH:24]=2)[C:21]([NH2:25])=[N:20][CH:19]=[CH:18]3)[CH2:9]1)[C:2]1[CH:7]=[CH:6][CH:5]=[CH:4][CH:3]=1. (4) Given the reactants [N+:1]([O-:4])([OH:3])=[O:2].[NH2:5][C@H:6]([C:10]([OH:12])=[O:11])[CH2:7][CH2:8][CH3:9].[N+:13]([O-:16])([OH:15])=[O:14].[NH2:17][C@H:18]([C:22]([OH:24])=[O:23])[CH2:19][CH2:20][CH3:21], predict the reaction product. The product is: [N+:1]([O-:4])([OH:3])=[O:2].[N+:13]([O-:16])([OH:15])=[O:14].[NH2:5][C@H:6]([C:10]([OH:12])=[O:11])[CH2:7][CH2:8][CH3:9].[N+:1]([O-:4])([OH:3])=[O:2].[N+:1]([O-:4])([OH:3])=[O:2].[N+:1]([O-:4])([OH:3])=[O:2].[NH2:17][C@H:18]([C:22]([OH:24])=[O:23])[CH2:19][CH2:20][CH3:21]. (5) Given the reactants Br[C:2]1[CH:3]=[CH:4][C:5]([Cl:8])=[N:6][CH:7]=1.O.[CH3:10][C:11]1(C)C(C)(C)OB(C=C)O1.C(=O)([O-])[O-].[Na+].[Na+], predict the reaction product. The product is: [Cl:8][C:5]1[CH:4]=[CH:3][C:2]([CH:10]=[CH2:11])=[CH:7][N:6]=1. (6) Given the reactants [C:1]([O:5][C:6](=[O:39])[NH:7][C:8]1[CH:13]=[C:12]([CH2:14][C:15]([C:17]2[CH:22]=[CH:21][CH:20]=[C:19]([N:23]([S:27]([C:30]3[CH:35]=[C:34]([F:36])[CH:33]=[CH:32][C:31]=3[F:37])(=[O:29])=[O:28])[CH2:24][O:25][CH3:26])[C:18]=2[F:38])=O)[CH:11]=[CH:10][N:9]=1)([CH3:4])([CH3:3])[CH3:2].C1C=C[NH+]=CC=1.Br[Br-]Br.[CH:49]1([N:52]2[CH2:57][CH2:56][CH:55]([C:58](=[S:60])[NH2:59])[CH2:54][CH2:53]2)[CH2:51][CH2:50]1, predict the reaction product. The product is: [CH:49]1([N:52]2[CH2:57][CH2:56][CH:55]([C:58]3[S:60][C:14]([C:12]4[CH:11]=[CH:10][N:9]=[C:8]([NH:7][C:6](=[O:39])[O:5][C:1]([CH3:2])([CH3:4])[CH3:3])[CH:13]=4)=[C:15]([C:17]4[CH:22]=[CH:21][CH:20]=[C:19]([N:23]([S:27]([C:30]5[CH:35]=[C:34]([F:36])[CH:33]=[CH:32][C:31]=5[F:37])(=[O:29])=[O:28])[CH2:24][O:25][CH3:26])[C:18]=4[F:38])[N:59]=3)[CH2:54][CH2:53]2)[CH2:50][CH2:51]1. (7) Given the reactants [N+:1]([C:4]1[CH:11]=[CH:10][CH:9]=[CH:8][C:5]=1[CH:6]=O)([O-:3])=[O:2].Cl.[S:13]1[CH:17]=[CH:16][N:15]=[C:14]1[C:18](=[NH:20])[NH2:19].O=[C:22]([CH3:29])[CH2:23][C:24]([O:26][CH2:27][CH3:28])=[O:25].C([O-])(=O)C.[Na+], predict the reaction product. The product is: [CH3:29][C:22]1[NH:19][C:18]([C:14]2[S:13][CH:17]=[CH:16][N:15]=2)=[N:20][CH:6]([C:5]2[CH:8]=[CH:9][CH:10]=[CH:11][C:4]=2[N+:1]([O-:3])=[O:2])[C:23]=1[C:24]([O:26][CH2:27][CH3:28])=[O:25].